This data is from Full USPTO retrosynthesis dataset with 1.9M reactions from patents (1976-2016). The task is: Predict the reactants needed to synthesize the given product. (1) The reactants are: [C:1]([O:5][C:6]([N:8]([CH:21]([CH3:23])[CH3:22])[CH2:9][C@H:10]([C:14]1[CH:19]=[CH:18][C:17]([Cl:20])=[CH:16][CH:15]=1)[C:11](O)=[O:12])=[O:7])([CH3:4])([CH3:3])[CH3:2].Cl.C(N=C=NCCCN(C)C)C.C1C=CC2N(O)N=NC=2C=1.O.C(N(CC)CC)C.[CH3:54][C:55]1[O:56][C:57]([C:60]2[C:61]([N:69]3[CH2:74][CH2:73][NH:72][CH2:71][CH2:70]3)=[C:62]3[CH:68]=[CH:67][NH:66][C:63]3=[N:64][CH:65]=2)=[N:58][N:59]=1. Given the product [Cl:20][C:17]1[CH:18]=[CH:19][C:14]([C@H:10]([C:11]([N:72]2[CH2:71][CH2:70][N:69]([C:61]3[C:60]([C:57]4[O:56][C:55]([CH3:54])=[N:59][N:58]=4)=[CH:65][N:64]=[C:63]4[NH:66][CH:67]=[CH:68][C:62]=34)[CH2:74][CH2:73]2)=[O:12])[CH2:9][N:8]([CH:21]([CH3:22])[CH3:23])[C:6](=[O:7])[O:5][C:1]([CH3:3])([CH3:2])[CH3:4])=[CH:15][CH:16]=1, predict the reactants needed to synthesize it. (2) Given the product [CH2:1]([C@:3]12[CH2:17][CH2:16][C:11](=[O:12])[CH2:10][C@H:9]1[CH2:8][CH2:7][O:6][C:5]1[CH:18]=[C:19]([C:22]([NH:24][C:25]3[C:26]([CH3:31])=[N:27][CH:28]=[CH:29][CH:30]=3)=[O:23])[CH:20]=[CH:21][C:4]2=1)[CH3:2].[CH2:32]([C@@:34]12[CH2:48][CH2:47][C:42](=[O:43])[CH2:41][C@@H:40]1[CH2:39][CH2:38][O:37][C:36]1[CH:49]=[C:50]([C:53]([NH:55][C:56]3[C:57]([CH3:62])=[N:58][CH:59]=[CH:60][CH:61]=3)=[O:54])[CH:51]=[CH:52][C:35]2=1)[CH3:33], predict the reactants needed to synthesize it. The reactants are: [CH2:1]([C@:3]12[CH2:17][CH2:16][C:11]3(OCC[O:12]3)[CH2:10][C@H:9]1[CH2:8][CH2:7][O:6][C:5]1[CH:18]=[C:19]([C:22]([NH:24][C:25]3[C:26]([CH3:31])=[N:27][CH:28]=[CH:29][CH:30]=3)=[O:23])[CH:20]=[CH:21][C:4]2=1)[CH3:2].[CH2:32]([C@@:34]12[CH2:48][CH2:47][C:42]3(OCC[O:43]3)[CH2:41][C@@H:40]1[CH2:39][CH2:38][O:37][C:36]1[CH:49]=[C:50]([C:53]([NH:55][C:56]3[C:57]([CH3:62])=[N:58][CH:59]=[CH:60][CH:61]=3)=[O:54])[CH:51]=[CH:52][C:35]2=1)[CH3:33].Cl.O.C([O-])(O)=O.[Na+].